Dataset: Reaction yield outcomes from USPTO patents with 853,638 reactions. Task: Predict the reaction yield, written as a fraction of the theoretical maximum amount of product (1.0 means a 100% yield; for example, 0.34 means a 34% yield). (1) The reactants are [CH3:1][C:2]1[C:6]([CH2:7][N:8]2[CH:12]=[C:11]([N:13]3[C:17](=[O:18])[N:16]([CH3:19])[NH:15][C:14]3=[O:20])[CH:10]=[N:9]2)=[C:5]([CH3:21])[O:4][N:3]=1.Br[CH2:23][CH2:24][O:25][C:26]1[CH:31]=[CH:30][CH:29]=[CH:28][CH:27]=1. No catalyst specified. The product is [CH3:1][C:2]1[C:6]([CH2:7][N:8]2[CH:12]=[C:11]([N:13]3[C:17](=[O:18])[N:16]([CH3:19])[N:15]([CH2:23][CH2:24][O:25][C:26]4[CH:31]=[CH:30][CH:29]=[CH:28][CH:27]=4)[C:14]3=[O:20])[CH:10]=[N:9]2)=[C:5]([CH3:21])[O:4][N:3]=1. The yield is 0.200. (2) The reactants are [Na].[CH2:2]([O:4][C:5](=[O:17])[CH:6]([CH2:13][C:14](=[O:16])[CH3:15])[CH2:7][C:8]([O:10]CC)=O)[CH3:3].[Cl-].[Br:19][C:20]1[CH:25]=[CH:24][C:23]([N+:26]#[N:27])=[CH:22][CH:21]=1.BrC1C=CC(N)=CC=1.N([O-])=O.[Na+]. The catalyst is C(O)C.O. The product is [OH:10][C:8]1[CH2:7][CH:6]([C:5]([O:4][CH2:2][CH3:3])=[O:17])[CH2:13][C:14](=[O:16])[C:15]=1[N:27]=[N:26][C:23]1[CH:24]=[CH:25][C:20]([Br:19])=[CH:21][CH:22]=1. The yield is 0.840. (3) The reactants are [I:1][C:2]1[CH:7]=[CH:6][C:5]([C:8]2([OH:18])[CH2:17][CH2:16][C:11]3(OCC[O:12]3)[CH2:10][CH2:9]2)=[CH:4][CH:3]=1.Cl.[OH-].[Na+]. The catalyst is CC(C)=O. The product is [OH:18][C:8]1([C:5]2[CH:4]=[CH:3][C:2]([I:1])=[CH:7][CH:6]=2)[CH2:9][CH2:10][C:11](=[O:12])[CH2:16][CH2:17]1. The yield is 0.980. (4) The reactants are Cl[C:2]1[C:3]2[CH2:17][CH2:16][CH2:15][C:4]=2[N:5]=[C:6]([C:8]2[CH:13]=[CH:12][CH:11]=[C:10]([Cl:14])[CH:9]=2)[N:7]=1.[NH2:18][C:19]1[CH:24]=[CH:23][CH:22]=[CH:21][CH:20]=1. No catalyst specified. The product is [Cl:14][C:10]1[CH:9]=[C:8]([C:6]2[N:7]=[C:2]([NH:18][C:19]3[CH:24]=[CH:23][CH:22]=[CH:21][CH:20]=3)[C:3]3[CH2:17][CH2:16][CH2:15][C:4]=3[N:5]=2)[CH:13]=[CH:12][CH:11]=1. The yield is 0.950. (5) The reactants are [CH3:1][C:2]1[C:6]2[C:7](=[O:19])[N:8]([CH2:11][CH2:12][N:13]3[CH2:18][CH2:17][CH2:16][CH2:15][CH2:14]3)[CH2:9][CH2:10][C:5]=2[NH:4][C:3]=1[CH:20]=O.[F:22][C:23]1[CH:24]=[C:25]([C:29]2[CH:37]=[CH:36][CH:35]=[C:34]3[C:30]=2[CH2:31][C:32](=[O:38])[NH:33]3)[CH:26]=[CH:27][CH:28]=1. No catalyst specified. The product is [F:22][C:23]1[CH:24]=[C:25]([C:29]2[CH:37]=[CH:36][CH:35]=[C:34]3[C:30]=2[C:31](=[CH:20][C:3]2[NH:4][C:5]4[CH2:10][CH2:9][N:8]([CH2:11][CH2:12][N:13]5[CH2:14][CH2:15][CH2:16][CH2:17][CH2:18]5)[C:7](=[O:19])[C:6]=4[C:2]=2[CH3:1])[C:32](=[O:38])[NH:33]3)[CH:26]=[CH:27][CH:28]=1. The yield is 0.607.